This data is from Forward reaction prediction with 1.9M reactions from USPTO patents (1976-2016). The task is: Predict the product of the given reaction. (1) Given the reactants C[O:2][C:3](=[O:47])[C:4]1[CH:9]=[CH:8][C:7]([NH:10][C:11]2[CH:16]=[C:15]([C:17]3[C:18]([C:41]4[CH:46]=[CH:45][CH:44]=[CH:43][N:42]=4)=[N:19][N:20]([C:22]([C:35]4[CH:40]=[CH:39][CH:38]=[CH:37][CH:36]=4)([C:29]4[CH:34]=[CH:33][CH:32]=[CH:31][CH:30]=4)[C:23]4[CH:28]=[CH:27][CH:26]=[CH:25][CH:24]=4)[CH:21]=3)[CH:14]=[CH:13][N:12]=2)=[CH:6][CH:5]=1.[OH-].[Na+], predict the reaction product. The product is: [N:42]1[CH:43]=[CH:44][CH:45]=[CH:46][C:41]=1[C:18]1[C:17]([C:15]2[CH:14]=[CH:13][N:12]=[C:11]([NH:10][C:7]3[CH:8]=[CH:9][C:4]([C:3]([OH:47])=[O:2])=[CH:5][CH:6]=3)[CH:16]=2)=[CH:21][N:20]([C:22]([C:35]2[CH:36]=[CH:37][CH:38]=[CH:39][CH:40]=2)([C:29]2[CH:30]=[CH:31][CH:32]=[CH:33][CH:34]=2)[C:23]2[CH:28]=[CH:27][CH:26]=[CH:25][CH:24]=2)[N:19]=1. (2) Given the reactants [F:1][C:2]1[CH:3]=[CH:4][C:5]([O:31][C:32]2[CH:37]=[CH:36][CH:35]=[CH:34][CH:33]=2)=[C:6]([N:8]([CH2:12][C:13]2[CH:18]=[C:17]([O:19][CH3:20])[CH:16]=[CH:15][C:14]=2[O:21][CH2:22][CH2:23][O:24]C2CCCCO2)[C:9](=[O:11])[CH3:10])[CH:7]=1, predict the reaction product. The product is: [F:1][C:2]1[CH:3]=[CH:4][C:5]([O:31][C:32]2[CH:33]=[CH:34][CH:35]=[CH:36][CH:37]=2)=[C:6]([N:8]([CH2:12][C:13]2[CH:18]=[C:17]([O:19][CH3:20])[CH:16]=[CH:15][C:14]=2[O:21][CH2:22][CH2:23][OH:24])[C:9](=[O:11])[CH3:10])[CH:7]=1. (3) Given the reactants [OH:1][CH2:2][C:3]1([C:16]2[CH:21]=[CH:20][CH:19]=[CH:18][CH:17]=2)[CH2:8][CH2:7][N:6]([C:9]([O:11][C:12]([CH3:15])([CH3:14])[CH3:13])=[O:10])[CH2:5][CH2:4]1.C(N(CC)CC)C.[S:29](Cl)([CH3:32])(=[O:31])=[O:30].[Cl-].[NH4+], predict the reaction product. The product is: [CH3:32][S:29]([O:1][CH2:2][C:3]1([C:16]2[CH:17]=[CH:18][CH:19]=[CH:20][CH:21]=2)[CH2:8][CH2:7][N:6]([C:9]([O:11][C:12]([CH3:14])([CH3:15])[CH3:13])=[O:10])[CH2:5][CH2:4]1)(=[O:31])=[O:30]. (4) Given the reactants [Cl:1][C:2]1[C:3]([C:9]2[N:14]=[C:13]([NH:15][CH2:16][CH:17]3[CH2:22][CH2:21][O:20][CH2:19][CH2:18]3)[CH:12]=[N:11][C:10]=2[CH3:23])=[CH:4][C:5](F)=[N:6][CH:7]=1.[C@H:24]1([NH2:31])[CH2:29][CH2:28][C@H:27]([NH2:30])[CH2:26][CH2:25]1, predict the reaction product. The product is: [Cl:1][C:2]1[C:3]([C:9]2[C:10]([CH3:23])=[N:11][CH:12]=[C:13]([NH:15][CH2:16][CH:17]3[CH2:22][CH2:21][O:20][CH2:19][CH2:18]3)[N:14]=2)=[CH:4][C:5]([NH:30][C@H:27]2[CH2:28][CH2:29][C@H:24]([NH2:31])[CH2:25][CH2:26]2)=[N:6][CH:7]=1. (5) Given the reactants Cl[CH2:2][CH2:3][CH2:4][CH2:5][N:6]1[C:14]([O:15][CH3:16])=[N:13][C:12]2[C:7]1=[N:8][C:9]([O:18][C@@H:19]([CH3:23])[CH2:20][CH2:21][CH3:22])=[N:10][C:11]=2[NH2:17].C(N(CC)C(C)C)(C)C.[I-].[Na+].[O:35]1[CH2:40][CH2:39][CH:38]([NH2:41])[CH2:37][CH2:36]1, predict the reaction product. The product is: [CH3:23][C@H:19]([O:18][C:9]1[N:8]=[C:7]2[C:12]([N:13]=[C:14]([O:15][CH3:16])[N:6]2[CH2:5][CH2:4][CH2:3][CH2:2][NH:41][CH:38]2[CH2:39][CH2:40][O:35][CH2:36][CH2:37]2)=[C:11]([NH2:17])[N:10]=1)[CH2:20][CH2:21][CH3:22].